Task: Predict the reactants needed to synthesize the given product.. Dataset: Full USPTO retrosynthesis dataset with 1.9M reactions from patents (1976-2016) (1) Given the product [CH:2]([C:3]1[CH2:7][CH:6]([NH:8][C:9](=[O:15])[O:10][C:11]([CH3:13])([CH3:12])[CH3:14])[CH2:5][CH:4]=1)=[O:1], predict the reactants needed to synthesize it. The reactants are: [OH:1][CH2:2][C@@H:3]1[CH2:7][C@H:6]([NH:8][C:9](=[O:15])[O:10][C:11]([CH3:14])([CH3:13])[CH3:12])[CH:5]=[CH:4]1.C(Cl)Cl. (2) Given the product [O:1]([C:8]1[CH:24]=[CH:23][CH:22]=[CH:21][C:9]=1[CH2:10][O:11][C:12]12[CH2:18][C:15]([CH2:19][O:20][CH2:28][C:29]([O:31][C:32]([CH3:35])([CH3:34])[CH3:33])=[O:30])([CH2:16][CH2:17]1)[CH2:14][CH2:13]2)[C:2]1[CH:3]=[CH:4][CH:5]=[CH:6][CH:7]=1, predict the reactants needed to synthesize it. The reactants are: [O:1]([C:8]1[CH:24]=[CH:23][CH:22]=[CH:21][C:9]=1[CH2:10][O:11][C:12]12[CH2:18][C:15]([CH2:19][OH:20])([CH2:16][CH2:17]1)[CH2:14][CH2:13]2)[C:2]1[CH:7]=[CH:6][CH:5]=[CH:4][CH:3]=1.[OH-].[Na+].Br[CH2:28][C:29]([O:31][C:32]([CH3:35])([CH3:34])[CH3:33])=[O:30].Cl.